Task: Predict the reactants needed to synthesize the given product.. Dataset: Full USPTO retrosynthesis dataset with 1.9M reactions from patents (1976-2016) (1) Given the product [Br:1][C:2]1[CH:3]=[C:4]2[C:8](=[CH:9][CH:10]=1)[C:7](=[O:11])[NH:16][CH2:6][CH2:5]2, predict the reactants needed to synthesize it. The reactants are: [Br:1][C:2]1[CH:3]=[C:4]2[C:8](=[CH:9][CH:10]=1)[C:7](=[O:11])[CH2:6][CH2:5]2.C[Si]([N:16]=[N+]=[N-])(C)C. (2) Given the product [C:1]([NH:9][C:10]1[C:11]2[N:12]=[CH:13][N:14]([C:30]=2[N:31]=[CH:32][N:33]=1)[C@@H:15]1[O:29][C@H:19]([CH2:20][O:21][Si:22]([C:25]([CH3:26])([CH3:27])[CH3:28])([CH3:24])[CH3:23])[C@@H:17]([O:18][C:40]([C:49]2[CH:54]=[CH:53][CH:52]=[CH:51][CH:50]=2)([C:41]2[CH:46]=[CH:45][C:44]([O:47][CH3:48])=[CH:43][CH:42]=2)[C:39]2[CH:38]=[CH:37][C:36]([O:35][CH3:34])=[CH:57][CH:56]=2)[CH2:16]1)(=[O:8])[C:2]1[CH:3]=[CH:4][CH:5]=[CH:6][CH:7]=1, predict the reactants needed to synthesize it. The reactants are: [C:1]([NH:9][C:10]1[C:11]2[N:12]=[CH:13][N:14]([C:30]=2[N:31]=[CH:32][N:33]=1)[C@@H:15]1[O:29][C@H:19]([CH2:20][O:21][Si:22]([C:25]([CH3:28])([CH3:27])[CH3:26])([CH3:24])[CH3:23])[C@@H:17]([OH:18])[CH2:16]1)(=[O:8])[C:2]1[CH:7]=[CH:6][CH:5]=[CH:4][CH:3]=1.[CH3:34][O:35][C:36]1[CH:57]=[CH:56][C:39]([C:40](Cl)([C:49]2[CH:54]=[CH:53][CH:52]=[CH:51][CH:50]=2)[C:41]2[CH:46]=[CH:45][C:44]([O:47][CH3:48])=[CH:43][CH:42]=2)=[CH:38][CH:37]=1.C(=O)([O-])O.[Na+].